Task: Predict the reaction yield, written as a fraction of the theoretical maximum amount of product (1.0 means a 100% yield; for example, 0.34 means a 34% yield).. Dataset: Reaction yield outcomes from USPTO patents with 853,638 reactions The reactants are [Cl:1][C:2]1[N:7]=[C:6](Cl)[N:5]=[C:4]([NH:9][CH2:10][C:11]#[CH:12])[N:3]=1.[CH2:13]([NH2:17])[CH2:14][CH2:15][CH3:16].ClC1N=C(NC(C)C)N=C(NCC#C)N=1. No catalyst specified. The product is [CH2:13]([NH:17][C:6]1[N:5]=[C:4]([NH:9][CH2:10][C:11]#[CH:12])[N:3]=[C:2]([Cl:1])[N:7]=1)[CH2:14][CH2:15][CH3:16]. The yield is 1.00.